Task: Predict the reactants needed to synthesize the given product.. Dataset: Full USPTO retrosynthesis dataset with 1.9M reactions from patents (1976-2016) (1) Given the product [NH2:27][C:24]1[CH:23]=[CH:22][C:21]([O:20][C:14]2[CH:13]=[C:12]([NH:11][C:9](=[O:10])[C:8]3[CH:30]=[CH:31][CH:32]=[C:6]([C:3]4([C:1]#[N:2])[CH2:5][CH2:4]4)[CH:7]=3)[CH:17]=[CH:16][C:15]=2[O:18][CH3:19])=[CH:26][CH:25]=1, predict the reactants needed to synthesize it. The reactants are: [C:1]([C:3]1([C:6]2[CH:7]=[C:8]([CH:30]=[CH:31][CH:32]=2)[C:9]([NH:11][C:12]2[CH:17]=[CH:16][C:15]([O:18][CH3:19])=[C:14]([O:20][C:21]3[CH:26]=[CH:25][C:24]([N+:27]([O-])=O)=[CH:23][CH:22]=3)[CH:13]=2)=[O:10])[CH2:5][CH2:4]1)#[N:2].[Cl-].[Ca+2].[Cl-].O.[OH-].[Na+]. (2) Given the product [Cl:1][C:2]1[N:10]=[CH:9][C:8]([F:11])=[CH:7][C:3]=1[C:4]([NH2:13])=[O:5], predict the reactants needed to synthesize it. The reactants are: [Cl:1][C:2]1[N:10]=[CH:9][C:8]([F:11])=[CH:7][C:3]=1[C:4](O)=[O:5].C[N:13](C=O)C.C(Cl)(=O)C(Cl)=O. (3) Given the product [Cl:16][C:15]1[CH:14]=[C:13]([Cl:17])[CH:12]=[C:11]([Cl:18])[C:10]=1[C:9]([NH:8][C:6]1[CH:5]=[CH:4][CH:3]=[C:2]([NH:1][CH:24]2[CH2:25][CH2:26][N:21]([CH3:20])[CH2:22][CH2:23]2)[N:7]=1)=[O:19], predict the reactants needed to synthesize it. The reactants are: [NH2:1][C:2]1[N:7]=[C:6]([NH:8][C:9](=[O:19])[C:10]2[C:15]([Cl:16])=[CH:14][C:13]([Cl:17])=[CH:12][C:11]=2[Cl:18])[CH:5]=[CH:4][CH:3]=1.[CH3:20][N:21]1[CH2:26][CH2:25][C:24](=O)[CH2:23][CH2:22]1.C(O)(=O)C.C(O[BH-](OC(=O)C)OC(=O)C)(=O)C.[Na+]. (4) Given the product [CH3:43][C:42]([CH3:45])([CH3:44])[CH2:41][CH2:40][N:37]1[CH2:36][CH2:35][N:34]([CH2:33][CH2:32][CH2:31][O:30][C:27]2[CH:28]=[CH:29][C:24]([C:22]([N:14]3[CH2:13][CH2:12][C:11]4[N:10]=[C:9]([CH3:47])[NH:8][C:17]=4[C:16]4[CH:18]=[CH:19][CH:20]=[CH:21][C:15]3=4)=[O:23])=[CH:25][C:26]=2[CH3:46])[CH2:39][CH2:38]1, predict the reactants needed to synthesize it. The reactants are: C([N:8]1[C:17]2[C:16]3[CH:18]=[CH:19][CH:20]=[CH:21][C:15]=3[N:14]([C:22]([C:24]3[CH:29]=[CH:28][C:27]([O:30][CH2:31][CH2:32][CH2:33][N:34]4[CH2:39][CH2:38][N:37]([CH2:40][CH2:41][C:42]([CH3:45])([CH3:44])[CH3:43])[CH2:36][CH2:35]4)=[C:26]([CH3:46])[CH:25]=3)=[O:23])[CH2:13][CH2:12][C:11]=2[N:10]=[C:9]1[CH3:47])C1C=CC=CC=1.C(O)(=O)C. (5) The reactants are: [CH3:1][C:2]1([CH3:14])[C:6]([CH3:8])([CH3:7])[O:5][B:4]([C:9]2[CH:10]=[N:11][NH:12][CH:13]=2)[O:3]1.C(=O)([O-])[O-].[Cs+].[Cs+].[CH2:21]([O:23][C:24](=[O:29])[C:25](Br)([CH3:27])[CH3:26])[CH3:22]. Given the product [CH2:21]([O:23][C:24](=[O:29])[C:25]([CH3:27])([N:12]1[CH:13]=[C:9]([B:4]2[O:5][C:6]([CH3:7])([CH3:8])[C:2]([CH3:14])([CH3:1])[O:3]2)[CH:10]=[N:11]1)[CH3:26])[CH3:22], predict the reactants needed to synthesize it.